This data is from Full USPTO retrosynthesis dataset with 1.9M reactions from patents (1976-2016). The task is: Predict the reactants needed to synthesize the given product. (1) Given the product [CH3:9][C@H:3]1[C@H:2]([CH3:10])[O:1][C@H:33]([C:32]2[CH:35]=[CH:36][C:29]([N+:26]([O-:28])=[O:27])=[CH:30][CH:31]=2)[NH:5][C@@H:4]1[C:6]([OH:8])=[O:7], predict the reactants needed to synthesize it. The reactants are: [OH:1][C@@H:2]([CH3:10])[C@H:3]([CH3:9])[C@@H:4]([C:6]([OH:8])=[O:7])[NH2:5].O[C@@H](C)[C@H](C)[C@H](C(O)=O)N.C(=O)([O-])O.[Na+].[N+:26]([C:29]1[CH:36]=[CH:35][C:32]([CH:33]=O)=[CH:31][CH:30]=1)([O-:28])=[O:27]. (2) Given the product [N:42]1([C:22]2[C:23]3[N:28]=[N:27][N:26]([CH:29]4[CH2:30][CH2:31][N:32]([C:35]([O:37][C:38]([CH3:41])([CH3:39])[CH3:40])=[O:36])[CH2:33][CH2:34]4)[C:24]=3[N:25]=[C:20]([C:17]3[CH:16]=[CH:15][C:14]([NH:13][C:5](=[O:11])[NH:48][C:49]4[CH:54]=[CH:53][N:52]=[CH:51][CH:50]=4)=[CH:19][CH:18]=3)[N:21]=2)[CH2:43][CH2:44][O:45][CH2:46][CH2:47]1, predict the reactants needed to synthesize it. The reactants are: ClC(Cl)(O[C:5](=[O:11])OC(Cl)(Cl)Cl)Cl.[NH2:13][C:14]1[CH:19]=[CH:18][C:17]([C:20]2[N:21]=[C:22]([N:42]3[CH2:47][CH2:46][O:45][CH2:44][CH2:43]3)[C:23]3[N:28]=[N:27][N:26]([CH:29]4[CH2:34][CH2:33][N:32]([C:35]([O:37][C:38]([CH3:41])([CH3:40])[CH3:39])=[O:36])[CH2:31][CH2:30]4)[C:24]=3[N:25]=2)=[CH:16][CH:15]=1.[NH2:48][C:49]1[CH:54]=[CH:53][N:52]=[CH:51][CH:50]=1.CCN(CC)CC. (3) The reactants are: C([O:3][C:4](=[O:27])[CH:5]([O:24][CH2:25][CH3:26])[CH2:6][C:7]1[CH:12]=[CH:11][C:10]([O:13][CH2:14][CH2:15][C:16]2[CH:21]=[CH:20][C:19]([S:22][CH3:23])=[CH:18][CH:17]=2)=[CH:9][CH:8]=1)C. Given the product [CH2:25]([O:24][CH:5]([CH2:6][C:7]1[CH:12]=[CH:11][C:10]([O:13][CH2:14][CH2:15][C:16]2[CH:17]=[CH:18][C:19]([S:22][CH3:23])=[CH:20][CH:21]=2)=[CH:9][CH:8]=1)[C:4]([OH:27])=[O:3])[CH3:26], predict the reactants needed to synthesize it. (4) Given the product [ClH:1].[Cl:14][C:10]1[CH:9]=[C:8]([C:6]2[N:7]=[C:2]([NH:26][C:25]3[CH:24]=[CH:23][C:22]([CH2:21][CH2:20][N:19]([CH3:18])[CH3:29])=[CH:28][CH:27]=3)[C:3]3[CH2:17][CH2:16][CH2:15][C:4]=3[N:5]=2)[CH:13]=[CH:12][CH:11]=1, predict the reactants needed to synthesize it. The reactants are: [Cl:1][C:2]1[C:3]2[CH2:17][CH2:16][CH2:15][C:4]=2[N:5]=[C:6]([C:8]2[CH:13]=[CH:12][CH:11]=[C:10]([Cl:14])[CH:9]=2)[N:7]=1.[CH3:18][N:19]([CH3:29])[CH2:20][CH2:21][C:22]1[CH:28]=[CH:27][C:25]([NH2:26])=[CH:24][CH:23]=1. (5) The reactants are: C(O)=O.[NH2:4][CH2:5][CH2:6][C:7]1[CH:34]=[CH:33][C:10]([NH:11][CH:12]2[CH2:17][CH2:16][N:15]([C:18]([NH:20][CH2:21][CH2:22][C:23]([NH:25][C:26]3[CH:31]=[CH:30][C:29]([F:32])=[CH:28][CH:27]=3)=[O:24])=[O:19])[CH2:14][CH2:13]2)=[CH:9][CH:8]=1.C([Si]([O:52][C:53]1[CH:58]=[CH:57][C:56]([O:59][CH2:60][CH:61]2[CH2:63][O:62]2)=[CH:55][CH:54]=1)(C1C=CC=CC=1)C1C=CC=CC=1)(C)(C)C. Given the product [F:32][C:29]1[CH:28]=[CH:27][C:26]([NH:25][C:23]([CH2:22][CH2:21][NH:20][C:18]([N:15]2[CH2:14][CH2:13][CH:12]([NH:11][C:10]3[CH:9]=[CH:8][C:7]([CH2:6][CH2:5][NH:4][CH2:63][C@H:61]([OH:62])[CH2:60][O:59][C:56]4[CH:57]=[CH:58][C:53]([OH:52])=[CH:54][CH:55]=4)=[CH:34][CH:33]=3)[CH2:17][CH2:16]2)=[O:19])=[O:24])=[CH:31][CH:30]=1, predict the reactants needed to synthesize it. (6) Given the product [I:1][C:2]1[C:3](=[O:27])[NH:4][C:5](=[O:26])[N:6]([CH:25]=1)[C@@H:7]1[O:24][C@H:14]([CH2:15][OH:16])[C@@H:9]([O:10][C:11](=[O:13])[CH3:12])[CH2:8]1, predict the reactants needed to synthesize it. The reactants are: [I:1][C:2]1[C:3](=[O:27])[NH:4][C:5](=[O:26])[N:6]([CH:25]=1)[C@@H:7]1[O:24][C@H:14]([CH2:15][O:16][Si](C(C)(C)C)(C)C)[C@@H:9]([O:10][C:11](=[O:13])[CH3:12])[CH2:8]1.O.O.O.[F-].C([N+](CCCC)(CCCC)CCCC)CCC.O. (7) Given the product [F:33][CH2:34][CH2:35][O:20][C:18]1[C:17](=[O:21])[C:16]([C:22]2[N:26]([C:27]3[CH:28]=[CH:29][CH:30]=[CH:31][CH:32]=3)[N:25]=[CH:24][CH:23]=2)=[N:15][N:14]([C:3]2[CH:4]=[CH:5][C:6]([CH:8]3[CH2:9][CH2:10][O:11][CH2:12][CH2:13]3)=[CH:7][C:2]=2[F:1])[CH:19]=1, predict the reactants needed to synthesize it. The reactants are: [F:1][C:2]1[CH:7]=[C:6]([CH:8]2[CH2:13][CH2:12][O:11][CH2:10][CH2:9]2)[CH:5]=[CH:4][C:3]=1[N:14]1[CH:19]=[C:18]([OH:20])[C:17](=[O:21])[C:16]([C:22]2[N:26]([C:27]3[CH:32]=[CH:31][CH:30]=[CH:29][CH:28]=3)[N:25]=[CH:24][CH:23]=2)=[N:15]1.[F:33][CH2:34][CH2:35]O.C1(P(C2C=CC=CC=2)C2C=CC=CC=2)C=CC=CC=1.N(C(OC(C)C)=O)=NC(OC(C)C)=O. (8) Given the product [N:41]1[CH:6]=[CH:5][CH:4]=[N:3][C:2]=1[N:10]1[CH2:11][CH2:12][N:13]([C:16]([CH:18]([NH:24][C:25]([C:27]2[CH:36]=[C:35]([O:37][CH3:38])[C:34]3[C:29](=[CH:30][CH:31]=[CH:32][CH:33]=3)[N:28]=2)=[O:26])[CH2:19][CH2:20][C:21]([OH:23])=[O:22])=[O:17])[CH2:14][CH2:15]1, predict the reactants needed to synthesize it. The reactants are: O1[C:5]2[CH:6]=CC=C[C:4]=2[N:3]=[C:2]1[N:10]1[CH2:15][CH2:14][N:13]([C:16]([CH:18]([NH:24][C:25]([C:27]2[CH:36]=[C:35]([O:37][CH3:38])[C:34]3[C:29](=[CH:30][CH:31]=[CH:32][CH:33]=3)[N:28]=2)=[O:26])[CH2:19][CH2:20][C:21]([OH:23])=[O:22])=[O:17])[CH2:12][CH2:11]1.OC1C(Cl)=CC(C(N2CCN(C(CNC(C3C=C(OC)C4C(=CC=CC=4)N=3)=O)=O)CC2)=O)=C[N:41]=1. (9) The reactants are: Cl.O1CCOCC1.C(OC([N:15]1[C:19]2=[C:20]([NH:35][S:36]([CH:39]3[CH2:42][CH:41]([O:43][CH2:44][C:45]4[CH:50]=[CH:49][CH:48]=[CH:47][CH:46]=4)[CH2:40]3)(=[O:38])=[O:37])[C:21]([NH:26][C:27]3[CH:32]=[CH:31][C:30]([I:33])=[CH:29][C:28]=3[F:34])=[C:22]([CH3:25])[C:23](=[O:24])[N:18]2[CH2:17][CH2:16]1)=O)(C)(C)C.CO. Given the product [F:34][C:28]1[CH:29]=[C:30]([I:33])[CH:31]=[CH:32][C:27]=1[NH:26][C:21]1[C:20]([NH:35][S:36]([CH:39]2[CH2:42][CH:41]([O:43][CH2:44][C:45]3[CH:46]=[CH:47][CH:48]=[CH:49][CH:50]=3)[CH2:40]2)(=[O:38])=[O:37])=[C:19]2[NH:15][CH2:16][CH2:17][N:18]2[C:23](=[O:24])[C:22]=1[CH3:25], predict the reactants needed to synthesize it. (10) Given the product [F:37][C:11]1[N:9]2[CH:10]=[C:5]([O:4][C:3]3[CH:20]=[CH:21][C:22]([N+:24]([O-:26])=[O:25])=[CH:23][C:2]=3[F:1])[CH:6]=[CH:7][C:8]2=[N:13][C:12]=1[NH:14][C:15]([CH:17]1[CH2:19][CH2:18]1)=[O:16], predict the reactants needed to synthesize it. The reactants are: [F:1][C:2]1[CH:23]=[C:22]([N+:24]([O-:26])=[O:25])[CH:21]=[CH:20][C:3]=1[O:4][C:5]1[CH:6]=[CH:7][C:8]2[N:9]([CH:11]=[C:12]([NH:14][C:15]([CH:17]3[CH2:19][CH2:18]3)=[O:16])[N:13]=2)[CH:10]=1.O1CCCC1.OS(C(F)(F)[F:37])(=O)=O.FN1C(Cl)=CC=CC1Cl.Cl.